Dataset: NCI-60 drug combinations with 297,098 pairs across 59 cell lines. Task: Regression. Given two drug SMILES strings and cell line genomic features, predict the synergy score measuring deviation from expected non-interaction effect. (1) Drug 1: CCCCCOC(=O)NC1=NC(=O)N(C=C1F)C2C(C(C(O2)C)O)O. Drug 2: C1C(C(OC1N2C=NC(=NC2=O)N)CO)O. Cell line: PC-3. Synergy scores: CSS=12.6, Synergy_ZIP=-3.24, Synergy_Bliss=-0.647, Synergy_Loewe=-4.36, Synergy_HSA=1.44. (2) Drug 1: C1=CC(=CC=C1CC(C(=O)O)N)N(CCCl)CCCl.Cl. Drug 2: C1C(C(OC1N2C=C(C(=O)NC2=O)F)CO)O. Cell line: ACHN. Synergy scores: CSS=21.3, Synergy_ZIP=-12.5, Synergy_Bliss=-14.1, Synergy_Loewe=-11.5, Synergy_HSA=-9.92. (3) Drug 1: C1CCC(CC1)NC(=O)N(CCCl)N=O. Drug 2: C1CC(=O)NC(=O)C1N2C(=O)C3=CC=CC=C3C2=O. Cell line: ACHN. Synergy scores: CSS=25.1, Synergy_ZIP=-4.83, Synergy_Bliss=2.04, Synergy_Loewe=1.02, Synergy_HSA=0.820. (4) Drug 1: CN(CC1=CN=C2C(=N1)C(=NC(=N2)N)N)C3=CC=C(C=C3)C(=O)NC(CCC(=O)O)C(=O)O. Drug 2: C1=NC2=C(N=C(N=C2N1C3C(C(C(O3)CO)O)O)F)N. Cell line: MDA-MB-435. Synergy scores: CSS=26.8, Synergy_ZIP=-7.08, Synergy_Bliss=-15.3, Synergy_Loewe=-25.8, Synergy_HSA=-14.7.